This data is from Catalyst prediction with 721,799 reactions and 888 catalyst types from USPTO. The task is: Predict which catalyst facilitates the given reaction. (1) Reactant: C(OC(=O)[NH:7][CH2:8][C:9]1[CH:14]=[C:13]([CH:15]=[CH2:16])[C:12]([NH:17][S:18]([CH3:21])(=[O:20])=[O:19])=[C:11]([F:22])[CH:10]=1)(C)(C)C.FC(F)(F)C(O)=O. Product: [NH2:7][CH2:8][C:9]1[CH:14]=[C:13]([CH:15]=[CH2:16])[C:12]([NH:17][S:18]([CH3:21])(=[O:20])=[O:19])=[C:11]([F:22])[CH:10]=1. The catalyst class is: 2. (2) Reactant: [OH:1][CH2:2][CH2:3][C:4]1[CH:9]=[CH:8][CH:7]=[CH:6][C:5]=1[CH2:10][CH2:11][OH:12].C(N(CC)CC)C.[CH3:20][S:21](Cl)(=[O:23])=[O:22]. Product: [OH:1][CH2:2][CH2:3][C:4]1[CH:9]=[CH:8][CH:7]=[CH:6][C:5]=1[CH2:10][CH2:11][O:12][S:21]([CH3:20])(=[O:23])=[O:22]. The catalyst class is: 2. (3) Reactant: CS(C)=O.C(Cl)(=O)C(Cl)=O.[OH:11][CH2:12][CH2:13][N:14]1[C:22]2[C:17](=[CH:18][CH:19]=[CH:20][C:21]=2[C:23]([O:25][CH3:26])=[O:24])[CH:16]=[N:15]1.C(N(CC)C(C)C)(C)C. Product: [O:11]=[CH:12][CH2:13][N:14]1[C:22]2[C:17](=[CH:18][CH:19]=[CH:20][C:21]=2[C:23]([O:25][CH3:26])=[O:24])[CH:16]=[N:15]1. The catalyst class is: 2. (4) Product: [Br:13][CH2:11][CH2:10][C:1]1[CH:2]=[C:3]([CH2:7][CH2:8][OH:9])[CH:4]=[CH:5][CH:6]=1. Reactant: [C:1]1([CH2:10][CH2:11]O)[CH:6]=[CH:5][CH:4]=[C:3]([CH2:7][CH2:8][OH:9])[CH:2]=1.[BrH:13]. The catalyst class is: 11. (5) Reactant: [CH2:1]([Mg]Br)[CH3:2].[Cl:5][C:6]1[CH:7]=[CH:8][C:9]([CH:28]=[O:29])=[C:10]2[C:14]=1[N:13]=[C:12]1[N:15]([C:19]3[CH:20]=[N:21][C:22]([O:26][CH3:27])=[CH:23][C:24]=3[CH3:25])[CH2:16][CH2:17][CH2:18][N:11]21. Product: [Cl:5][C:6]1[C:14]2[N:13]=[C:12]3[N:15]([C:19]4[CH:20]=[N:21][C:22]([O:26][CH3:27])=[CH:23][C:24]=4[CH3:25])[CH2:16][CH2:17][CH2:18][N:11]3[C:10]=2[C:9]([CH:28]([OH:29])[CH2:1][CH3:2])=[CH:8][CH:7]=1. The catalyst class is: 7.